Dataset: Catalyst prediction with 721,799 reactions and 888 catalyst types from USPTO. Task: Predict which catalyst facilitates the given reaction. (1) Reactant: C(OC(=O)[NH:7][CH2:8][C:9]1[CH:39]=[CH:38][C:12]2[N:13]([CH2:33][CH2:34][CH:35]([CH3:37])[CH3:36])[C:14]([CH2:16][N:17]3[C:22]4[CH:23]=[CH:24][CH:25]=[CH:26][C:21]=4[S:20](=[O:28])(=[O:27])[N:19]([CH:29]4[CH2:31][CH2:30]4)[C:18]3=[O:32])=[N:15][C:11]=2[CH:10]=1)(C)(C)C.C1(OC)C=CC=CC=1.Cl.O1CCOCC1. Product: [NH2:7][CH2:8][C:9]1[CH:39]=[CH:38][C:12]2[N:13]([CH2:33][CH2:34][CH:35]([CH3:36])[CH3:37])[C:14]([CH2:16][N:17]3[C:22]4[CH:23]=[CH:24][CH:25]=[CH:26][C:21]=4[S:20](=[O:27])(=[O:28])[N:19]([CH:29]4[CH2:30][CH2:31]4)[C:18]3=[O:32])=[N:15][C:11]=2[CH:10]=1. The catalyst class is: 2. (2) Reactant: [O:1]=[C:2]([NH:24][CH2:25][C:26]1[C:27]([C:36]2[CH:37]=[C:38]([CH3:42])[CH:39]=[CH:40][CH:41]=2)=[N:28][C:29]([C:32]([F:35])([F:34])[F:33])=[CH:30][CH:31]=1)[CH:3]([C:5]1[CH:23]=[CH:22][C:8]([CH2:9][NH:10][S:11]([NH:14]C(=O)OC(C)(C)C)(=[O:13])=[O:12])=[CH:7][CH:6]=1)[CH3:4].C(=O)(O)[O-].[Na+]. Product: [S:11]([NH:10][CH2:9][C:8]1[CH:22]=[CH:23][C:5]([CH:3]([CH3:4])[C:2]([NH:24][CH2:25][C:26]2[C:27]([C:36]3[CH:37]=[C:38]([CH3:42])[CH:39]=[CH:40][CH:41]=3)=[N:28][C:29]([C:32]([F:33])([F:35])[F:34])=[CH:30][CH:31]=2)=[O:1])=[CH:6][CH:7]=1)(=[O:12])(=[O:13])[NH2:14]. The catalyst class is: 4. (3) Reactant: [F:1][C:2]1[CH:7]=[C:6]([I:8])[CH:5]=[CH:4][C:3]=1[N:9]1[C:14](/[N:15]=[CH:16]/[N:17]([CH3:19])[CH3:18])=[CH:13][C:12](=[O:20])[NH:11][C:10]1=[O:21].Cl[C@H:23]1[CH2:27][O:26][C:25]([CH3:29])([CH3:28])[O:24]1.[C:30](=O)([O-])[O-].[Cs+].[Cs+].[I-].[K+]. Product: [F:1][C:2]1[CH:7]=[C:6]([I:8])[CH:5]=[CH:4][C:3]=1[N:9]1[C:14](/[N:15]=[CH:16]/[N:17]([CH3:18])[CH3:19])=[CH:13][C:12](=[O:20])[N:11]([CH2:30][C@H:23]2[CH2:27][O:26][C:25]([CH3:29])([CH3:28])[O:24]2)[C:10]1=[O:21]. The catalyst class is: 42. (4) Reactant: C([O-])([O-])=O.[K+].[K+].[NH2:7][C:8]1[N:16]=[CH:15][N:14]=[C:13]2[C:9]=1[N:10]=[CH:11][N:12]2[C@H:17]1[C@@H:21]2[O:22][C:23]([CH3:26])([CH3:25])[O:24][C@@H:20]2[C@@H:19]([CH2:27][NH:28][CH:29]2[CH2:32][CH:31]([CH2:33][CH2:34][C:35]([O:37][CH2:38][C:39]3[CH:44]=[CH:43][CH:42]=[CH:41][CH:40]=3)=[O:36])[CH2:30]2)[O:18]1.I[CH:46]([CH3:48])[CH3:47]. Product: [NH2:7][C:8]1[N:16]=[CH:15][N:14]=[C:13]2[C:9]=1[N:10]=[CH:11][N:12]2[C@H:17]1[C@@H:21]2[O:22][C:23]([CH3:25])([CH3:26])[O:24][C@@H:20]2[C@@H:19]([CH2:27][N:28]([CH:46]([CH3:48])[CH3:47])[CH:29]2[CH2:32][CH:31]([CH2:33][CH2:34][C:35]([O:37][CH2:38][C:39]3[CH:40]=[CH:41][CH:42]=[CH:43][CH:44]=3)=[O:36])[CH2:30]2)[O:18]1. The catalyst class is: 210. (5) Reactant: FC(F)(F)C(O)=O.[CH3:8][C:9]1([CH3:24])[CH2:14][CH2:13][CH2:12][N:11]([NH:15][C:16]([C@@H:18]2[CH2:23][C@@H:22]3[C@@H:20]([CH2:21]3)[NH:19]2)=[O:17])[CH2:10]1.[C:25]([C:28]1[C:36]2[C:31](=[CH:32][C:33]([CH3:37])=[CH:34][CH:35]=2)[N:30]([CH2:38][C:39](O)=[O:40])[N:29]=1)(=[O:27])[NH2:26].C(P1(=O)OP(CCC)(=O)OP(CCC)(=O)O1)CC.CCN(C(C)C)C(C)C. Product: [CH3:8][C:9]1([CH3:24])[CH2:14][CH2:13][CH2:12][N:11]([NH:15][C:16]([C@@H:18]2[CH2:23][C@@H:22]3[C@@H:20]([CH2:21]3)[N:19]2[C:39](=[O:40])[CH2:38][N:30]2[C:31]3[C:36](=[CH:35][CH:34]=[C:33]([CH3:37])[CH:32]=3)[C:28]([C:25]([NH2:26])=[O:27])=[N:29]2)=[O:17])[CH2:10]1. The catalyst class is: 2. (6) Reactant: [F:1][C:2]1[CH:7]=[CH:6][C:5]([C:8]2[C:9]3[N:10]([N:15]=[C:16]([NH2:18])[N:17]=3)[CH:11]=[C:12]([CH3:14])[CH:13]=2)=[CH:4][C:3]=1[CH3:19].Br[C:21]1[CH:26]=[CH:25][C:24]([N:27]2[CH:31]=[C:30]([CH3:32])[N:29]=[CH:28]2)=[C:23]([O:33][CH3:34])[CH:22]=1.C(Cl)Cl. Product: [F:1][C:2]1[CH:7]=[CH:6][C:5]([C:8]2[C:9]3[N:10]([N:15]=[C:16]([NH:18][C:21]4[CH:26]=[CH:25][C:24]([N:27]5[CH:31]=[C:30]([CH3:32])[N:29]=[CH:28]5)=[C:23]([O:33][CH3:34])[CH:22]=4)[N:17]=3)[CH:11]=[C:12]([CH3:14])[CH:13]=2)=[CH:4][C:3]=1[CH3:19]. The catalyst class is: 61.